This data is from Retrosynthesis with 50K atom-mapped reactions and 10 reaction types from USPTO. The task is: Predict the reactants needed to synthesize the given product. (1) Given the product Cc1ccc2c(c1)c(C(=O)O)cn2CC(C)C, predict the reactants needed to synthesize it. The reactants are: COC(=O)c1cn(CC(C)C)c2ccc(C)cc12. (2) The reactants are: C1CCNCC1.C=O.CC1(C)CC(=O)C=C(Nc2ccccc2Cl)C1. Given the product CC1(C)CC(=O)C(CN2CCCCC2)=C(Nc2ccccc2Cl)C1, predict the reactants needed to synthesize it. (3) Given the product CCCCCCCN(CCc1cccc(OC(C)(CC)C(=O)OCc2ccccc2)c1)C(=O)c1ccc(F)cc1F, predict the reactants needed to synthesize it. The reactants are: CCCCCCCNCCc1cccc(OC(C)(CC)C(=O)OCc2ccccc2)c1.O=C(O)c1ccc(F)cc1F.